Dataset: Peptide-MHC class II binding affinity with 134,281 pairs from IEDB. Task: Regression. Given a peptide amino acid sequence and an MHC pseudo amino acid sequence, predict their binding affinity value. This is MHC class II binding data. (1) The peptide sequence is DVLFRLENHAETLRA. The MHC is DRB1_1302 with pseudo-sequence DRB1_1302. The binding affinity (normalized) is 0.570. (2) The peptide sequence is QRMMAEIDTDGDGFI. The MHC is HLA-DQA10102-DQB10602 with pseudo-sequence HLA-DQA10102-DQB10602. The binding affinity (normalized) is 0.220. (3) The peptide sequence is MKNIFMLTLFILIIT. The binding affinity (normalized) is 0.127. The MHC is HLA-DQA10102-DQB10602 with pseudo-sequence HLA-DQA10102-DQB10602. (4) The peptide sequence is KMYFNLIDTKCYK. The MHC is DRB1_1501 with pseudo-sequence DRB1_1501. The binding affinity (normalized) is 0.0384. (5) The peptide sequence is IGNGGPCLFMRTVSH. The MHC is HLA-DPA10201-DPB10101 with pseudo-sequence HLA-DPA10201-DPB10101. The binding affinity (normalized) is 0.132. (6) The peptide sequence is GNGWMIKETACLSKA. The MHC is DRB1_0701 with pseudo-sequence DRB1_0701. The binding affinity (normalized) is 0.605. (7) The peptide sequence is YDKFLANVSTVLTGL. The MHC is DRB3_0202 with pseudo-sequence DRB3_0202. The binding affinity (normalized) is 1.00.